Dataset: Full USPTO retrosynthesis dataset with 1.9M reactions from patents (1976-2016). Task: Predict the reactants needed to synthesize the given product. Given the product [NH2:17][C:13]1([C:14]([O:22][CH3:24])=[O:19])[CH2:20][CH2:21][CH:11]([C:7]2[CH:6]=[C:5]3[C:10](=[CH:9][CH:8]=2)[CH:1]=[N:2][CH:3]=[CH:4]3)[CH2:12]1, predict the reactants needed to synthesize it. The reactants are: [CH:1]1[C:10]2[C:5](=[CH:6][C:7]([CH:11]3[CH2:21][CH2:20][C:13]4([NH:17]C(=O)N[C:14]4=[O:19])[CH2:12]3)=[CH:8][CH:9]=2)[CH:4]=[CH:3][N:2]=1.[OH-:22].[Na+].[CH3:24]O.